This data is from Reaction yield outcomes from USPTO patents with 853,638 reactions. The task is: Predict the reaction yield, written as a fraction of the theoretical maximum amount of product (1.0 means a 100% yield; for example, 0.34 means a 34% yield). (1) The reactants are [Cl:1][C:2]1[CH:7]=[CH:6][C:5]([O:8][CH3:9])=[CH:4][C:3]=1[C:10]1[CH:20]=[C:19]([CH3:21])[C:13]2[N:14]=[C:15]([NH2:18])[N:16]=[N:17][C:12]=2[CH:11]=1.Br[C:23]1[CH:28]=[CH:27][C:26]([C:29]([N:31]2[CH2:36][CH2:35][N:34]([CH3:37])[CH2:33][CH2:32]2)=[O:30])=[CH:25][CH:24]=1.C(=O)([O-])[O-].[Cs+].[Cs+].C1(P(C2C=CC=CC=2)C2C3OC4C(=CC=CC=4P(C4C=CC=CC=4)C4C=CC=CC=4)C(C)(C)C=3C=CC=2)C=CC=CC=1. The catalyst is [Pd].[Pd].C(=CC(C=CC1C=CC=CC=1)=O)C1C=CC=CC=1.C(=CC(C=CC1C=CC=CC=1)=O)C1C=CC=CC=1.C(=CC(C=CC1C=CC=CC=1)=O)C1C=CC=CC=1. The product is [Cl:1][C:2]1[CH:7]=[CH:6][C:5]([O:8][CH3:9])=[CH:4][C:3]=1[C:10]1[CH:20]=[C:19]([CH3:21])[C:13]2[N:14]=[C:15]([NH:18][C:23]3[CH:24]=[CH:25][C:26]([C:29]([N:31]4[CH2:36][CH2:35][N:34]([CH3:37])[CH2:33][CH2:32]4)=[O:30])=[CH:27][CH:28]=3)[N:16]=[N:17][C:12]=2[CH:11]=1. The yield is 0.580. (2) The reactants are O[CH2:2][CH2:3][N:4]1[CH2:9][C@@H:8]2[CH2:10][C@H:5]1[CH2:6][S:7]2(=[O:12])=[O:11].S(Cl)([Cl:15])=O. The catalyst is ClCCl. The product is [ClH:15].[Cl:15][CH2:2][CH2:3][N:4]1[CH2:9][C@@H:8]2[CH2:10][C@H:5]1[CH2:6][S:7]2(=[O:12])=[O:11]. The yield is 0.870. (3) The reactants are [CH3:1][O:2][C:3]1[CH:16]=[C:15]([O:17][CH3:18])[CH:14]=[CH:13][C:4]=1[CH2:5][NH:6][C:7]1[N:8]=[N:9][CH:10]=[CH:11][CH:12]=1.[Li+].C[Si]([N-][Si](C)(C)C)(C)C.[C:29]([C:31]1[CH:32]=[C:33]([S:38](Cl)(=[O:40])=[O:39])[CH:34]=[CH:35][C:36]=1[F:37])#[N:30].[NH4+].[Cl-]. The catalyst is C1COCC1. The product is [C:29]([C:31]1[CH:32]=[C:33]([S:38]([N:6]([CH2:5][C:4]2[CH:13]=[CH:14][C:15]([O:17][CH3:18])=[CH:16][C:3]=2[O:2][CH3:1])[C:7]2[N:8]=[N:9][CH:10]=[CH:11][CH:12]=2)(=[O:40])=[O:39])[CH:34]=[CH:35][C:36]=1[F:37])#[N:30]. The yield is 0.360. (4) The reactants are Cl[C:2]1[CH:7]=[CH:6][N:5]=[C:4]2[CH:8]=[C:9]([C:11]3[N:12]([CH3:16])[CH:13]=[CH:14][N:15]=3)[S:10][C:3]=12.[CH3:17][NH:18][C:19]([C:21]1[C:29]2[C:24](=[CH:25][C:26](O)=[CH:27][CH:28]=2)[N:23]([CH3:31])[C:22]=1[CH2:32][CH3:33])=[O:20].C([O-])([O-])=[O:35].[Cs+].[Cs+]. No catalyst specified. The product is [CH3:17][NH:18][C:19]([C:21]1[C:29]2[C:24](=[CH:25][CH:26]=[CH:27][C:28]=2[O:35][C:2]2[CH:7]=[CH:6][N:5]=[C:4]3[CH:8]=[C:9]([C:11]4[N:12]([CH3:16])[CH:13]=[CH:14][N:15]=4)[S:10][C:3]=23)[N:23]([CH3:31])[C:22]=1[CH2:32][CH3:33])=[O:20]. The yield is 0.400. (5) The reactants are C([O:5][C:6](=[O:18])[CH2:7][CH:8]([NH:11][C:12]([O:14][CH2:15][CH:16]=[CH2:17])=[O:13])[CH2:9][OH:10])(C)(C)C.[CH:19]1([CH2:25]O)[CH2:24][CH2:23][CH2:22][CH2:21][CH2:20]1. No catalyst specified. The product is [CH2:15]([O:14][C:12](=[O:13])[NH:11][CH:8]1[CH2:7][C:6](=[O:5])[O:18][CH:9]1[O:10][CH2:25][CH:19]1[CH2:24][CH2:23][CH2:22][CH2:21][CH2:20]1)[CH:16]=[CH2:17]. The yield is 0.350. (6) The reactants are [OH:1][C:2]1[C:11]2[C:10]([C:12]([O:14][CH2:15][CH3:16])=[O:13])=[CH:9][CH:8]=[CH:7][C:6]=2[N:5](CC2C=CC(OC)=CC=2)[C:4](=[O:26])[C:3]=1[C:27]1[CH:32]=[CH:31][CH:30]=[CH:29][CH:28]=1. The catalyst is FC(F)(F)C(O)=O. The product is [OH:1][C:2]1[C:11]2[C:10]([C:12]([O:14][CH2:15][CH3:16])=[O:13])=[CH:9][CH:8]=[CH:7][C:6]=2[NH:5][C:4](=[O:26])[C:3]=1[C:27]1[CH:32]=[CH:31][CH:30]=[CH:29][CH:28]=1. The yield is 0.320. (7) The reactants are S(Cl)(Cl)=O.[NH2:5][C:6]1([C:15]([OH:17])=[O:16])[C:14]2[C:9](=[CH:10][CH:11]=[CH:12][CH:13]=2)[CH2:8][CH2:7]1.[CH2:18](O)[CH3:19]. No catalyst specified. The product is [NH2:5][C:6]1([C:15]([O:17][CH2:18][CH3:19])=[O:16])[C:14]2[C:9](=[CH:10][CH:11]=[CH:12][CH:13]=2)[CH2:8][CH2:7]1. The yield is 0.840.